Task: Binary Classification. Given a drug SMILES string, predict its activity (active/inactive) in a high-throughput screening assay against a specified biological target.. Dataset: M1 muscarinic receptor agonist screen with 61,833 compounds (1) The result is 0 (inactive). The molecule is Clc1c(cc(NC(=O)CSc2n(Cc3occc3)c(nn2)c2cccnc2)c(OC)c1)C. (2) The compound is O1CCN(CCN(Cc2cc3c([nH]c2=O)c(c(cc3)C)C)Cc2n(nnn2)Cc2occc2)CC1. The result is 0 (inactive). (3) The compound is O1C(C(=O)N(c2c1cccc2)CC(=O)NCCCOCC)CC. The result is 0 (inactive). (4) The drug is Clc1c(OCCCCn2ccnc2)ccc(c1)C. The result is 0 (inactive).